From a dataset of Reaction yield outcomes from USPTO patents with 853,638 reactions. Predict the reaction yield, written as a fraction of the theoretical maximum amount of product (1.0 means a 100% yield; for example, 0.34 means a 34% yield). The reactants are O[C:2]1[CH:3]=[N:4][CH:5]=[CH:6][C:7]=1[CH:8]1[CH2:17][C:16]2[C:11](=[CH:12][C:13]([O:18][CH3:19])=[CH:14][CH:15]=2)[C:10]([CH3:21])([CH3:20])[C:9]1=[O:22].CS(O)(=O)=O.[OH-].[Na+]. No catalyst specified. The product is [CH3:19][O:18][C:13]1[CH:14]=[CH:15][C:16]2[CH2:17][C:8]3[C:7]4[CH:2]=[CH:3][N:4]=[CH:5][C:6]=4[O:22][C:9]=3[C:10]([CH3:20])([CH3:21])[C:11]=2[CH:12]=1. The yield is 0.430.